This data is from Full USPTO retrosynthesis dataset with 1.9M reactions from patents (1976-2016). The task is: Predict the reactants needed to synthesize the given product. The reactants are: Cl[C:2]([C:5]([C:8]([C:11]([CH2:17][C:18]([S:21]([F:24])(=[O:23])=[O:22])([F:20])[F:19])([C:13]([F:16])([F:15])[F:14])[F:12])([F:10])[F:9])(Cl)[F:6])([F:4])[F:3].C(O)(=O)C.C(OC(=O)C)(=O)C. Given the product [F:16][C:13]([F:14])([F:15])[C:11]([F:12])([C:8]([F:9])([F:10])[C:5]([F:6])=[C:2]([F:4])[F:3])[CH2:17][C:18]([F:20])([F:19])[S:21]([F:24])(=[O:22])=[O:23], predict the reactants needed to synthesize it.